Dataset: Experimentally validated miRNA-target interactions with 360,000+ pairs, plus equal number of negative samples. Task: Binary Classification. Given a miRNA mature sequence and a target amino acid sequence, predict their likelihood of interaction. (1) The miRNA is mmu-miR-9-5p with sequence UCUUUGGUUAUCUAGCUGUAUGA. The protein sequence of the target gene is MQPSGHRLRDIEHHPLLTDNDNYDSASSSSSETDMADRVWFIRDGCGMVCAVMTWLLVVYADFVVTFVMLLPSKDFWYSVVNGVLFNCLAVLALSSHLRTMLTDPGAVPKGNATKEYMESLQLKPGEVIYKCPKCCCIKPERAHHCSICKRCIRKMDHHCPWVNNCVGEKNQRFFVLFTMYIALSSVHALILCGLQFISCVRGQWTECSDFSPPITVILLVFLCLEGLLFFTFTAVMFGTQIHSICNDETEIERLKSEKPTWERRLRWEGMKSVFGGPPSLLWMNPFVGFRLRRLQMRTR.... Result: 1 (interaction). (2) The miRNA is hsa-miR-8055 with sequence CUUUGAGCACAUGAGCAGACGGA. The protein sequence of the target gene is MIGDILLFGTLLMNAGAVLNFKLKKKDTQGFGEESREPSTGDNIREFLLSLRYFRIFIALWNIFMMFCMIVLFGS. Result: 1 (interaction). (3) The miRNA is hsa-miR-4267 with sequence UCCAGCUCGGUGGCAC. The protein sequence of the target gene is MPPPADIVKVAIEWPGAYPKLMEIDQKKPLSAIIKEVCDGWSLANHEYFALQHADSSNFYITEKNRNEIKNGTILRLTTSPAQNAQQLHERIQSSSMDAKLEALKDLASLSRDVTFAQEFINLDGISLLTQMVESGTERYQKLQKIMKPCFGDMLSFTLTAFVELMDHGIVSWDTFSVAFIKKIASFVNKSAIDISILQRSLAILESMVLNSHDLYQKVAQEITIGQLIPHLQGSDQEIQTYTIAVINALFLKAPDERRQEMANILAQKQLRSIILTHVIRAQRAINNEMAHQLYVLQVL.... Result: 1 (interaction). (4) The miRNA is hsa-miR-1914-5p with sequence CCCUGUGCCCGGCCCACUUCUG. The protein sequence of the target gene is MGPLTFRDVKIEFSLEEWQCLDTAQRNLYRDVMLENYRNLVFLGIAVSKPDLITWLEQGKEPWNLKRHEMVDKTPVMCSHFAQDVWPEHSIKDSFQKVILRTYGKYGHENLQLRKDHKSVDACKVYKGGYNGLNQCLTTTDSKIFQCDKYVKVFHKFPNVNRNKIRHTGKKPFKCKNRGKSFCMLSQLTQHKKIHTREYSYKCEECGKAFNWSSTLTKHKIIHTGEKPYKCEECGKAFNRSSNLTKHKIIHTGEKPYKCEECGKAFNRSSTLTKHKRIHTEEKPYKCEECGKAFNQFSIL.... Result: 0 (no interaction).